This data is from Catalyst prediction with 721,799 reactions and 888 catalyst types from USPTO. The task is: Predict which catalyst facilitates the given reaction. Reactant: [CH3:1][S:2](Cl)(=[O:4])=[O:3].[NH2:6][C:7]1[CH:8]=[C:9]([C:13]2[CH:18]=[CH:17][C:16]([C:19]([F:29])([CH3:28])[CH2:20][NH:21][S:22]([N:25]([CH3:27])[CH3:26])(=[O:24])=[O:23])=[CH:15][CH:14]=2)[CH:10]=[CH:11][CH:12]=1.C1CCN2C(=NCCC2)CC1. Product: [CH3:27][N:25]([CH3:26])[S:22]([NH:21][CH2:20][C:19]([F:29])([C:16]1[CH:15]=[CH:14][C:13]([C:9]2[CH:10]=[CH:11][CH:12]=[C:7]([NH:6][S:2]([CH3:1])(=[O:4])=[O:3])[CH:8]=2)=[CH:18][CH:17]=1)[CH3:28])(=[O:23])=[O:24]. The catalyst class is: 1.